This data is from Peptide-MHC class I binding affinity with 185,985 pairs from IEDB/IMGT. The task is: Regression. Given a peptide amino acid sequence and an MHC pseudo amino acid sequence, predict their binding affinity value. This is MHC class I binding data. The peptide sequence is ILIYNGWYA. The MHC is HLA-A29:02 with pseudo-sequence HLA-A29:02. The binding affinity (normalized) is 0.395.